This data is from Full USPTO retrosynthesis dataset with 1.9M reactions from patents (1976-2016). The task is: Predict the reactants needed to synthesize the given product. (1) Given the product [C:20]1([C:30]2[CH:35]=[CH:34][CH:33]=[CH:32][CH:31]=2)[C:21]([S:26]([N:3]2[CH2:4][C@@H:5]3[C@@H:1]([CH2:6]3)[C@H:2]2[CH2:7][NH:8][C:9]([C:11]2[CH:12]=[CH:13][CH:14]=[C:15]3[O:19][CH:18]=[CH:17][C:16]=23)=[O:10])(=[O:27])=[O:28])=[CH:22][CH:23]=[CH:24][CH:25]=1, predict the reactants needed to synthesize it. The reactants are: [C@@H:1]12[CH2:6][C@@H:5]1[CH2:4][NH:3][C@@H:2]2[CH2:7][NH:8][C:9]([C:11]1[CH:12]=[CH:13][CH:14]=[C:15]2[O:19][CH:18]=[CH:17][C:16]=12)=[O:10].[C:20]1([C:30]2[CH:35]=[CH:34][CH:33]=[CH:32][CH:31]=2)[C:21]([S:26](Cl)(=[O:28])=[O:27])=[CH:22][CH:23]=[CH:24][CH:25]=1. (2) The reactants are: CCCC[N+](CCCC)(CCCC)CCCC.[F-].[C:19]([O:23][C:24](=[O:40])[NH:25][N:26]1[CH2:31][CH2:30][CH:29]([O:32][Si](C(C)(C)C)(C)C)[CH2:28][CH2:27]1)([CH3:22])([CH3:21])[CH3:20]. Given the product [C:19]([O:23][C:24](=[O:40])[NH:25][N:26]1[CH2:27][CH2:28][CH:29]([OH:32])[CH2:30][CH2:31]1)([CH3:22])([CH3:20])[CH3:21], predict the reactants needed to synthesize it. (3) Given the product [CH2:1]([C@H:3]1[C:20](=[O:21])[CH2:19][CH2:18][C@@:17]2([CH3:22])[CH:4]1[C@@H:5]([OH:24])[CH2:6][C@@H:7]1[C@@H:16]2[CH2:15][CH2:14][C@@:12]2([CH3:13])[C@H:8]1[CH2:9][CH2:10][C:11]2=[O:23])[CH3:2], predict the reactants needed to synthesize it. The reactants are: [CH2:1]([C@H:3]1[C@H:20]([OH:21])[CH2:19][CH2:18][C@@:17]2([CH3:22])[CH:4]1[C@@H:5]([OH:24])[CH2:6][C@@H:7]1[C@@H:16]2[CH2:15][CH2:14][C@@:12]2([CH3:13])[C@H:8]1[CH2:9][CH2:10][C@@H:11]2[OH:23])[CH3:2].C1C(=O)N(Br)C(=O)C1.CCOC(C)=O.[O-]S([O-])=O.[Na+].[Na+]. (4) Given the product [Si:1]([O:8][C@H:9]1[C@H:14]([N:15]2[CH2:16][CH2:17][O:18][CH2:19][CH2:20]2)[CH2:13][CH2:12][NH:11][CH2:10]1)([C:4]([CH3:7])([CH3:5])[CH3:6])([CH3:2])[CH3:3], predict the reactants needed to synthesize it. The reactants are: [Si:1]([O:8][C@H:9]1[C@H:14]([N:15]2[CH2:20][CH2:19][O:18][CH2:17][CH2:16]2)[CH2:13][CH2:12][N:11](C(OCC2C=CC=CC=2)=O)[CH2:10]1)([C:4]([CH3:7])([CH3:6])[CH3:5])([CH3:3])[CH3:2]. (5) Given the product [CH3:33][N:31]1[CH:32]=[C:28]([N:27]2[C:18]3[C:17]4[CH:16]=[C:15]([C:13]5[CH:12]=[N:11][C:10]6[CH2:37][O:7][C:6](=[O:5])[N:8]([CH2:42][CH3:43])[C:9]=6[CH:14]=5)[CH:24]=[CH:23][C:22]=4[N:21]=[CH:20][C:19]=3[N:25]([CH3:36])[C:26]2=[O:35])[C:29]([CH3:34])=[N:30]1, predict the reactants needed to synthesize it. The reactants are: C([O:5][C:6]([N:8]([CH2:42][CH3:43])[C:9]1[C:10]([CH2:37]OC(=O)C)=[N:11][CH:12]=[C:13]([C:15]2[CH:24]=[CH:23][C:22]3[N:21]=[CH:20][C:19]4[N:25]([CH3:36])[C:26](=[O:35])[N:27]([C:28]5[C:29]([CH3:34])=[N:30][N:31]([CH3:33])[CH:32]=5)[C:18]=4[C:17]=3[CH:16]=2)[CH:14]=1)=[O:7])(C)(C)C.[C-]#N.[K+]. (6) The reactants are: [CH3:1][C:2]1[O:6][N:5]=[C:4]([C:7]2[CH:12]=[CH:11][CH:10]=[CH:9][CH:8]=2)[C:3]=1[CH:13]=O.[Br:15][C:16](Br)(Br)[Br:17].C1(P(C2C=CC=CC=2)C2C=CC=CC=2)C=CC=CC=1. Given the product [Br:15][C:16]([Br:17])=[CH:13][C:3]1[C:4]([C:7]2[CH:12]=[CH:11][CH:10]=[CH:9][CH:8]=2)=[N:5][O:6][C:2]=1[CH3:1], predict the reactants needed to synthesize it. (7) Given the product [CH3:30][O:29][C:15]1[CH:14]=[C:13]([CH:18]=[CH:17][C:16]=1[O:19][CH2:20][C:21]1[CH:22]=[CH:23][C:24]([O:27][CH3:28])=[CH:25][CH:26]=1)[CH2:12][N:8]1[C:5]2=[N:6][CH:7]=[C:2]([C:35]3[CH:34]=[N:33][N:32]([CH3:31])[CH:36]=3)[CH:3]=[C:4]2[N:10]=[C:9]1[NH2:11], predict the reactants needed to synthesize it. The reactants are: Br[C:2]1[CH:3]=[C:4]2[N:10]=[C:9]([NH2:11])[N:8]([CH2:12][C:13]3[CH:18]=[CH:17][C:16]([O:19][CH2:20][C:21]4[CH:26]=[CH:25][C:24]([O:27][CH3:28])=[CH:23][CH:22]=4)=[C:15]([O:29][CH3:30])[CH:14]=3)[C:5]2=[N:6][CH:7]=1.[CH3:31][N:32]1[CH:36]=[C:35](B2OC(C)(C)C(C)(C)O2)[CH:34]=[N:33]1.[O-]P([O-])([O-])=O.[K+].[K+].[K+].